From a dataset of Forward reaction prediction with 1.9M reactions from USPTO patents (1976-2016). Predict the product of the given reaction. (1) Given the reactants [O:1]=[C:2]([NH:7][C:8]1[CH:9]=[N:10][CH:11]=[CH:12][CH:13]=1)[CH2:3][C:4]([OH:6])=O.C1C=CC2N(O)N=NC=2C=1.[F:24][C:25]1[CH:26]=[C:27]([NH2:47])[CH:28]=[CH:29][C:30]=1[O:31][C:32]1[CH:37]=[CH:36][N:35]=[C:34]2[CH:38]=[C:39]([C:41]3[N:42]([CH3:46])[CH:43]=[CH:44][N:45]=3)[S:40][C:33]=12.C(Cl)CCl.C([O-])(O)=O.[Na+], predict the reaction product. The product is: [F:24][C:25]1[CH:26]=[C:27]([NH:47][C:4](=[O:6])[CH2:3][C:2]([NH:7][C:8]2[CH:9]=[N:10][CH:11]=[CH:12][CH:13]=2)=[O:1])[CH:28]=[CH:29][C:30]=1[O:31][C:32]1[CH:37]=[CH:36][N:35]=[C:34]2[CH:38]=[C:39]([C:41]3[N:42]([CH3:46])[CH:43]=[CH:44][N:45]=3)[S:40][C:33]=12. (2) Given the reactants I[C:2]1[CH:14]=[CH:13][C:12]2[C:11]3[C:6](=[CH:7][CH:8]=[CH:9][CH:10]=3)[C:5]([CH3:16])([CH3:15])[C:4]=2[CH:3]=1.[C:17]1(C)C=CC=C[CH:18]=1.C(=O)([O-])[O-].[Na+].[Na+], predict the reaction product. The product is: [CH:17]([C:2]1[CH:14]=[CH:13][C:12]2[C:11]3[C:6](=[CH:7][CH:8]=[CH:9][CH:10]=3)[C:5]([CH3:16])([CH3:15])[C:4]=2[CH:3]=1)=[CH2:18]. (3) Given the reactants [C:1]([O:5][C:6](=[O:24])[NH:7][C:8]1[CH:13]=[C:12]([N:14]([CH:16]([CH3:18])[CH3:17])[CH3:15])[C:11]([C:19]([F:22])([F:21])[F:20])=[CH:10][C:9]=1[NH2:23])([CH3:4])([CH3:3])[CH3:2].C([O:29][C:30](=O)[CH2:31][C:32](=[O:52])[C:33]1[CH:38]=[CH:37][CH:36]=[C:35]([N:39]2[C:43]([CH2:44][O:45][CH:46]3[CH2:51][CH2:50][CH2:49][CH2:48][O:47]3)=[CH:42][N:41]=[N:40]2)[CH:34]=1)(C)(C)C, predict the reaction product. The product is: [C:1]([O:5][C:6](=[O:24])[NH:7][C:8]1[CH:13]=[C:12]([N:14]([CH:16]([CH3:17])[CH3:18])[CH3:15])[C:11]([C:19]([F:22])([F:21])[F:20])=[CH:10][C:9]=1[NH:23][C:30](=[O:29])[CH2:31][C:32](=[O:52])[C:33]1[CH:38]=[CH:37][CH:36]=[C:35]([N:39]2[C:43]([CH2:44][O:45][CH:46]3[CH2:51][CH2:50][CH2:49][CH2:48][O:47]3)=[CH:42][N:41]=[N:40]2)[CH:34]=1)([CH3:3])([CH3:4])[CH3:2]. (4) Given the reactants [C:1]1([S:7]([N:10]2[CH2:35][CH:14]3[CH2:15][CH2:16][CH2:17][CH2:18][CH:19]([NH:22][C:23]([C:25]4[C:34]5[C:29](=[CH:30][CH:31]=[CH:32][CH:33]=5)[CH:28]=[CH:27][N:26]=4)=[O:24])[C:20](=[O:21])[N:13]3[CH:12]([C:36]([NH:38][CH:39]([CH2:54][C:55]([O:57]C(C)(C)C)=[O:56])[C:40](=[O:53])[CH2:41][O:42][C:43](=[O:52])[C:44]3[C:49]([CH3:50])=[CH:48][CH:47]=[CH:46][C:45]=3[CH3:51])=[O:37])[CH2:11]2)(=[O:9])=[O:8])[CH:6]=[CH:5][CH:4]=[CH:3][CH:2]=1.FC(F)(F)C(O)=O, predict the reaction product. The product is: [C:1]1([S:7]([N:10]2[CH2:35][CH:14]3[CH2:15][CH2:16][CH2:17][CH2:18][CH:19]([NH:22][C:23]([C:25]4[C:34]5[C:29](=[CH:30][CH:31]=[CH:32][CH:33]=5)[CH:28]=[CH:27][N:26]=4)=[O:24])[C:20](=[O:21])[N:13]3[CH:12]([C:36]([NH:38][CH:39]([CH2:54][C:55]([OH:57])=[O:56])[C:40](=[O:53])[CH2:41][O:42][C:43](=[O:52])[C:44]3[C:45]([CH3:51])=[CH:46][CH:47]=[CH:48][C:49]=3[CH3:50])=[O:37])[CH2:11]2)(=[O:9])=[O:8])[CH:6]=[CH:5][CH:4]=[CH:3][CH:2]=1. (5) Given the reactants [CH3:1][C:2]1([CH2:7]/[CH:8]=[CH:9]/[C:10]23[CH2:17][CH2:16][C:13]([C:18]([O:20][CH3:21])=[O:19])([CH2:14][CH2:15]2)[CH2:12][CH2:11]3)[O:6][CH2:5][CH2:4][O:3]1.[H][H], predict the reaction product. The product is: [CH3:1][C:2]1([CH2:7][CH2:8][CH2:9][C:10]23[CH2:11][CH2:12][C:13]([C:18]([O:20][CH3:21])=[O:19])([CH2:16][CH2:17]2)[CH2:14][CH2:15]3)[O:3][CH2:4][CH2:5][O:6]1. (6) Given the reactants [C:1](#[N:3])[CH3:2].C(=O)=O.CC(O)C.[Li]CCCC.CN(/[CH:19]=[N:20]/[C:21]1[CH:30]=[CH:29][C:28]([O:31][CH3:32])=[CH:27][C:22]=1[C:23]([O:25]C)=O)C, predict the reaction product. The product is: [OH:25][C:23]1[C:22]2[C:21](=[CH:30][CH:29]=[C:28]([O:31][CH3:32])[CH:27]=2)[N:20]=[CH:19][C:2]=1[C:1]#[N:3].